Dataset: Experimentally validated miRNA-target interactions with 360,000+ pairs, plus equal number of negative samples. Task: Binary Classification. Given a miRNA mature sequence and a target amino acid sequence, predict their likelihood of interaction. (1) The miRNA is mmu-miR-292a-5p with sequence ACUCAAACUGGGGGCUCUUUUG. The protein sequence of the target gene is MEPKRIREGYLVKKGSVFNTWKPMWVVLLEDGIEFYKKKSDNSPKGMIPLKGSTLTSPCQDFGKRMFVLKITTTKQQDHFFQAAFLEERDAWVRDIKKAIKCIEGGQKFARKSTRRSIRLPETIDLGALYLSMKDPEKGIKELNLEKDKKVFNHCLTGSGVIDWLVSNKLVRNRQEGLMISASLLSEGYLQPAGDLSKNAADGIAENPFLDSPDAFYYFPDSGFFCEENSSDDDVILREEFRGVIIKQGCLLKQGHRRKNWKVRKFILREDPAYLHYYDPAGGEDPLGAVHLRGCVVTSV.... Result: 1 (interaction). (2) The miRNA is hsa-miR-4534 with sequence GGAUGGAGGAGGGGUCU. The protein sequence of the target gene is MANPGGGAVCNGKLHNHKKQSNGSQSRNCTKNGIVKEAQQNGKPHFYDKLIVESFEEAPLHVMVFTYMGYGIGTLFGYLRDFLRNWGIEKCNAAVERKEQKDFVPLYQDFENFYTRNLYMRIRDNWNRPICSAPGPLFDLMERVSDDYNWTFRFTGRVIKDVINMGSYNFLGLAAKYDESMRTIKDVLEVYGTGVASTRHEMGTLDKHKELEDLVAKFLNVEAAMVFGMGFATNSMNIPALVGKGCLILSDELNHTSLVLGARLSGATIRIFKHNNTQSLEKLLRDAVIYGQPRTRRAWK.... Result: 1 (interaction). (3) The miRNA is mmu-miR-290a-5p with sequence ACUCAAACUAUGGGGGCACUUU. The protein sequence of the target gene is MPPILQRLQQSTKMMSHRKILLLVLGCSTVSLLIHQGSQLSWYPKLFPLSCPPLRESPPRAKHMAVAFLKTHKTAGTTVQNILFRFAERHNLTVALPHPSCEHQFCYPRNFSAHFVHPATRPPHMLASHLRFDRAELERLMPPDTIYVTILREPAAMFESLFSYYNQYCPAFRRVPNASLETFLRAPEAYYRPGEHFAMFAHNTLAYDLGGDNERSPRDDAAYLAGLIRQVEEVFSLVMIAEYFDESLVLLRRLLAWDLDDVLYAKLNARAASSRLATIPEALARAARTWNALDAGLYDH.... Result: 1 (interaction).